From a dataset of Forward reaction prediction with 1.9M reactions from USPTO patents (1976-2016). Predict the product of the given reaction. (1) Given the reactants [CH2:1]([O:3][C:4]([N:6]1[C:15]2[C:10](=[CH:11][C:12]([CH3:17])=[N:13][C:14]=2[CH3:16])[CH:9]([NH:18][CH2:19][C:20]2[CH:25]=[C:24]([C:26]([F:29])([F:28])[F:27])[CH:23]=[C:22]([C:30]([F:33])([F:32])[F:31])[CH:21]=2)[CH2:8][CH:7]1[CH2:34][CH3:35])=[O:5])[CH3:2].C([O-])([O-])=O.[K+].[K+].Cl[C:43]([O:45][CH3:46])=[O:44], predict the reaction product. The product is: [CH2:1]([O:3][C:4]([N:6]1[C:15]2[C:10](=[CH:11][C:12]([CH3:17])=[N:13][C:14]=2[CH3:16])[CH:9]([N:18]([CH2:19][C:20]2[CH:25]=[C:24]([C:26]([F:27])([F:28])[F:29])[CH:23]=[C:22]([C:30]([F:33])([F:31])[F:32])[CH:21]=2)[C:43]([O:45][CH3:46])=[O:44])[CH2:8][CH:7]1[CH2:34][CH3:35])=[O:5])[CH3:2]. (2) Given the reactants [CH3:1][C:2]1[O:6][C:5](=[O:7])[N:4]([CH2:8][C:9](=O)[CH3:10])[N:3]=1.[CH3:12][NH:13][NH2:14].C(O)(=O)C(O)=O, predict the reaction product. The product is: [CH3:12][N:13]1[C:5](=[O:7])[N:4]([NH:3][C:2](=[O:6])[CH3:1])[CH2:8][C:9]([CH3:10])=[N:14]1. (3) Given the reactants [N+:1]([O-:4])([OH:3])=[O:2].O.O.O.O.O.[N+:10]([O-:13])([O-:12])=[O:11].[Bi+3:14].[N+:15]([O-:18])([O-:17])=[O:16].[N+]([O-])([O-])=O, predict the reaction product. The product is: [N+:1]([O-:4])([O-:3])=[O:2].[Bi+3:14].[N+:10]([O-:13])([O-:12])=[O:11].[N+:15]([O-:18])([O-:17])=[O:16]. (4) The product is: [ClH:15].[NH2:1][C:2]1[S:3][C:4]2[CH2:10][CH:9]([NH:11][CH2:12][CH2:13][CH3:14])[CH2:8][CH2:7][C:5]=2[N:6]=1. Given the reactants [NH2:1][C:2]1[S:3][C:4]2[CH2:10][CH:9]([NH:11][CH2:12][CH2:13][CH3:14])[CH2:8][CH2:7][C:5]=2[N:6]=1.[ClH:15], predict the reaction product. (5) Given the reactants O.[OH-].[Li+].C([O:6][C:7]([C:9]1[CH:14]=[CH:13][C:12]([O:15][CH2:16][C:17]2[N:18]([CH3:29])[N:19]=[N:20][C:21]=2[C:22]2[CH:27]=[CH:26][C:25]([F:28])=[CH:24][N:23]=2)=[CH:11][N:10]=1)=[O:8])C, predict the reaction product. The product is: [F:28][C:25]1[CH:26]=[CH:27][C:22]([C:21]2[N:20]=[N:19][N:18]([CH3:29])[C:17]=2[CH2:16][O:15][C:12]2[CH:13]=[CH:14][C:9]([C:7]([OH:8])=[O:6])=[N:10][CH:11]=2)=[N:23][CH:24]=1. (6) Given the reactants Cl[C:2](Cl)([O:4]C(=O)OC(Cl)(Cl)Cl)Cl.CCN(C(C)C)C(C)C.[CH3:22][N:23]([CH2:31][CH2:32][NH:33][CH3:34])[C:24](=[O:30])[O:25][C:26]([CH3:29])([CH3:28])[CH3:27].[Cl:35][C:36]1[CH:37]=[C:38]([CH:41]=[C:42]([O:44][C:45]2[CH:50]=[C:49]([O:51][CH2:52][C:53]3[C:61]4[C:56](=[N:57][CH:58]=[CH:59][CH:60]=4)[NH:55][N:54]=3)[CH:48]=[CH:47][C:46]=2[Cl:62])[CH:43]=1)[C:39]#[N:40].N1C=CC=CC=1, predict the reaction product. The product is: [C:26]([O:25][C:24](=[O:30])[N:23]([CH2:31][CH2:32][N:33]([C:2]([N:55]1[C:56]2=[N:57][CH:58]=[CH:59][CH:60]=[C:61]2[C:53]([CH2:52][O:51][C:49]2[CH:48]=[CH:47][C:46]([Cl:62])=[C:45]([O:44][C:42]3[CH:41]=[C:38]([C:39]#[N:40])[CH:37]=[C:36]([Cl:35])[CH:43]=3)[CH:50]=2)=[N:54]1)=[O:4])[CH3:34])[CH3:22])([CH3:29])([CH3:28])[CH3:27].